This data is from Full USPTO retrosynthesis dataset with 1.9M reactions from patents (1976-2016). The task is: Predict the reactants needed to synthesize the given product. (1) Given the product [CH2:1]([O:8][C:9]1[CH:25]=[CH:24][C:12]([C:13]([O:15][C:16]2[CH:21]=[CH:20][C:19]([CH2:22][NH:27][CH2:28][C:29]([O:31][C:32]([CH3:35])([CH3:34])[CH3:33])=[O:30])=[CH:18][CH:17]=2)=[O:14])=[CH:11][CH:10]=1)[CH2:2][CH2:3][CH2:4][CH2:5][CH2:6][CH3:7], predict the reactants needed to synthesize it. The reactants are: [CH2:1]([O:8][C:9]1[CH:25]=[CH:24][C:12]([C:13]([O:15][C:16]2[CH:21]=[CH:20][C:19]([CH:22]=O)=[CH:18][CH:17]=2)=[O:14])=[CH:11][CH:10]=1)[CH2:2][CH2:3][CH2:4][CH2:5][CH2:6][CH3:7].Cl.[NH2:27][CH2:28][C:29]([O:31][C:32]([CH3:35])([CH3:34])[CH3:33])=[O:30].C(O[BH-](OC(=O)C)OC(=O)C)(=O)C.[Na+]. (2) Given the product [CH2:1]([C:9]1[CH:24]=[CH:23][C:12]([CH2:13][NH:14][NH:15][C:16]([O:18][C:19]([CH3:22])([CH3:21])[CH3:20])=[O:17])=[CH:11][CH:10]=1)[CH2:2][CH2:3][CH2:4][CH2:5][CH2:6][CH2:7][CH3:8], predict the reactants needed to synthesize it. The reactants are: [CH2:1]([C:9]1[CH:24]=[CH:23][C:12]([CH:13]=[N:14][NH:15][C:16]([O:18][C:19]([CH3:22])([CH3:21])[CH3:20])=[O:17])=[CH:11][CH:10]=1)[CH2:2][CH2:3][CH2:4][CH2:5][CH2:6][CH2:7][CH3:8].CC(O)=O. (3) Given the product [N:1]([CH2:4][CH2:5][CH2:6][CH2:7][C:8]1[NH:9][C:10]([CH3:34])=[C:11]([C:30]([O:32][CH3:33])=[O:31])[CH:12]([C:21]2[CH:22]=[CH:23][C:24]([N+:27]([O-:29])=[O:28])=[CH:25][CH:26]=2)[C:13]=1[C:14]([OH:16])=[O:15])=[N+:2]=[N-:3], predict the reactants needed to synthesize it. The reactants are: [N:1]([CH2:4][CH2:5][CH2:6][CH2:7][C:8]1[NH:9][C:10]([CH3:34])=[C:11]([C:30]([O:32][CH3:33])=[O:31])[CH:12]([C:21]2[CH:26]=[CH:25][C:24]([N+:27]([O-:29])=[O:28])=[CH:23][CH:22]=2)[C:13]=1[C:14]([O:16]CCC#N)=[O:15])=[N+:2]=[N-:3].[OH-].[K+].